Dataset: Catalyst prediction with 721,799 reactions and 888 catalyst types from USPTO. Task: Predict which catalyst facilitates the given reaction. (1) Product: [C:1]([O:5][C:6]([N:8]1[CH2:22][CH2:21][C:11]2[N:12]([CH3:25])[C:13]3[CH:14]=[C:15]([CH3:20])[CH:16]=[C:17]([CH3:19])[C:18]=3[C:10]=2[CH2:9]1)=[O:7])([CH3:4])([CH3:2])[CH3:3]. Reactant: [C:1]([O:5][C:6]([N:8]1[CH2:22][CH2:21][C:11]2[NH:12][C:13]3[CH:14]=[C:15]([CH3:20])[CH:16]=[C:17]([CH3:19])[C:18]=3[C:10]=2[CH2:9]1)=[O:7])([CH3:4])([CH3:3])[CH3:2].[OH-].[K+].[CH3:25]OCCOC. The catalyst class is: 6. (2) Product: [Cl:22][C:20]1[CH:19]=[C:4]([CH:3]=[C:2]([Cl:1])[CH:21]=1)[CH2:5][O:6][C:7]1[CH:15]=[CH:14][CH:13]=[C:9]2[C:8]=1[C:16](=[O:18])[N:24]([CH:25]1[CH2:31][CH2:30][C:29](=[O:32])[NH:28][C:26]1=[O:27])[C:10]2=[O:12]. Reactant: [Cl:1][C:2]1[CH:3]=[C:4]([CH:19]=[C:20]([Cl:22])[CH:21]=1)[CH2:5][O:6][C:7]1[CH:15]=[CH:14][CH:13]=[C:9]([C:10]([OH:12])=O)[C:8]=1[C:16]([OH:18])=O.Cl.[NH2:24][CH:25]1[CH2:31][CH2:30][C:29](=[O:32])[NH:28][C:26]1=[O:27]. The catalyst class is: 17. (3) Product: [Cl:31][C:28]1[CH:29]=[CH:30][C:25]([S:24][C:10]2[C:11]3[C:12]([CH:21]([CH3:23])[CH3:22])=[CH:13][C:14]([S:17]([CH3:20])(=[O:19])=[O:18])=[CH:15][C:16]=3[N:8]3[CH2:7][CH2:6][CH:5]([CH2:4][C:3]([OH:32])=[O:2])[C:9]=23)=[CH:26][CH:27]=1. The catalyst class is: 36. Reactant: C[O:2][C:3](=[O:32])[CH2:4][CH:5]1[C:9]2=[C:10]([S:24][C:25]3[CH:30]=[CH:29][C:28]([Cl:31])=[CH:27][CH:26]=3)[C:11]3[C:12]([CH:21]([CH3:23])[CH3:22])=[CH:13][C:14]([S:17]([CH3:20])(=[O:19])=[O:18])=[CH:15][C:16]=3[N:8]2[CH2:7][CH2:6]1.[Li+].[OH-].CC(O)=O. (4) Reactant: C(=O)([O-])[O-].[Cs+].[Cs+].Cl[C:8]1[C:13]2[CH:14]=[CH:15][O:16][C:12]=2[CH:11]=[CH:10][N:9]=1.[Br:17][C:18]1[CH:23]=[CH:22][C:21]([SH:24])=[CH:20][CH:19]=1. Product: [Br:17][C:18]1[CH:23]=[CH:22][C:21]([S:24][C:8]2[C:13]3[CH:14]=[CH:15][O:16][C:12]=3[CH:11]=[CH:10][N:9]=2)=[CH:20][CH:19]=1. The catalyst class is: 16. (5) Reactant: Cl.[CH2:2]([O:4][C:5](=[O:13])[CH2:6][CH:7]1[CH2:12][CH2:11][NH:10][CH2:9][CH2:8]1)[CH3:3].C(=O)([O-])O.[Na+].[C:19](O[C:19]([O:21][C:22]([CH3:25])([CH3:24])[CH3:23])=[O:20])([O:21][C:22]([CH3:25])([CH3:24])[CH3:23])=[O:20].C(=O)([O-])[O-].[K+].[K+]. Product: [CH2:2]([O:4][C:5](=[O:13])[CH2:6][CH:7]1[CH2:12][CH2:11][N:10]([C:19]([O:21][C:22]([CH3:25])([CH3:24])[CH3:23])=[O:20])[CH2:9][CH2:8]1)[CH3:3]. The catalyst class is: 30. (6) Reactant: [Br:1]Br.[CH3:3][C:4]1[CH:9]=[CH:8][C:7]([CH3:10])=[CH:6][C:5]=1[O:11][CH3:12].[O-]S([O-])=O.[Na+].[Na+].[OH-].[Na+]. Product: [Br:1][C:8]1[C:7]([CH3:10])=[CH:6][C:5]([O:11][CH3:12])=[C:4]([CH3:3])[CH:9]=1. The catalyst class is: 150. (7) The catalyst class is: 10. Reactant: C(O)(=O)C.Cl.[CH3:6][O:7][C:8]([N:10]1[CH2:15][CH2:14][CH2:13][CH:12]([NH:16]C(C2C=CC=CC=2)(C2C=CC=CC=2)C2C=CC=CC=2)[CH2:11]1)=[O:9]. Product: [CH3:6][O:7][C:8]([N:10]1[CH2:15][CH2:14][CH2:13][CH:12]([NH2:16])[CH2:11]1)=[O:9].